From a dataset of Reaction yield outcomes from USPTO patents with 853,638 reactions. Predict the reaction yield, written as a fraction of the theoretical maximum amount of product (1.0 means a 100% yield; for example, 0.34 means a 34% yield). (1) The reactants are C[O:2][C:3]1[CH:4]=[C:5]([C:9]2[N:13]([C:14]3[CH:19]=[C:18]([C:20]([OH:22])=[O:21])[CH:17]=[CH:16][N:15]=3)[N:12]=[CH:11][CH:10]=2)[CH:6]=[CH:7][CH:8]=1.B(Br)(Br)Br. The catalyst is C(Cl)Cl. The product is [OH:2][C:3]1[CH:4]=[C:5]([C:9]2[N:13]([C:14]3[CH:19]=[C:18]([CH:17]=[CH:16][N:15]=3)[C:20]([OH:22])=[O:21])[N:12]=[CH:11][CH:10]=2)[CH:6]=[CH:7][CH:8]=1. The yield is 0.350. (2) The reactants are [Cl-].O[NH3+:3].[C:4](=[O:7])([O-])[OH:5].[Na+].CS(C)=O.[CH2:13]([C:17]1[N:18]=[C:19]([CH3:47])[N:20]([CH2:39][C:40]2[CH:45]=[CH:44][C:43]([CH3:46])=[CH:42][N:41]=2)[C:21](=[O:38])[C:22]=1[CH2:23][C:24]1[CH:29]=[CH:28][C:27]([C:30]2[C:31]([C:36]#[N:37])=[CH:32][CH:33]=[CH:34][CH:35]=2)=[CH:26][CH:25]=1)[CH2:14][CH2:15][CH3:16]. The catalyst is C(OCC)(=O)C. The product is [CH2:13]([C:17]1[N:18]=[C:19]([CH3:47])[N:20]([CH2:39][C:40]2[CH:45]=[CH:44][C:43]([CH3:46])=[CH:42][N:41]=2)[C:21](=[O:38])[C:22]=1[CH2:23][C:24]1[CH:25]=[CH:26][C:27]([C:30]2[CH:35]=[CH:34][CH:33]=[CH:32][C:31]=2[C:36]2[NH:3][C:4](=[O:7])[O:5][N:37]=2)=[CH:28][CH:29]=1)[CH2:14][CH2:15][CH3:16]. The yield is 0.630. (3) The reactants are [CH3:1][C:2]1[CH:31]=[CH:30][C:5]([C:6]([NH:8][C:9]2[C:22]3[C:21](=[O:23])[C:20]4[C:15](=[CH:16][CH:17]=[CH:18][CH:19]=4)[C:14](=[O:24])[C:13]=3[CH:12]=[CH:11][C:10]=2[NH:25][C:26](=[O:29])[CH2:27]Cl)=[O:7])=[CH:4][CH:3]=1.C[CH2:33][N:34](C(C)C)[CH:35](C)C.CNC.C(OCC)(=O)C. The catalyst is O1CCCC1.CCO.CCCCCC. The product is [CH3:1][C:2]1[CH:31]=[CH:30][C:5]([C:6]([NH:8][C:9]2[C:22]3[C:21](=[O:23])[C:20]4[C:15](=[CH:16][CH:17]=[CH:18][CH:19]=4)[C:14](=[O:24])[C:13]=3[CH:12]=[CH:11][C:10]=2[NH:25][C:26](=[O:29])[CH2:27][N:34]([CH3:35])[CH3:33])=[O:7])=[CH:4][CH:3]=1. The yield is 0.540. (4) The reactants are [CH3:1][CH:2]1[CH2:7][CH:6]([CH3:8])[CH2:5][N:4]([S:9]([C:12]2[CH:25]=[CH:24][C:23]3[N:22]([CH3:26])[C:21]4[C:16](=[CH:17][C:18]([S:27]([N:30]5[CH2:35][CH:34]([CH3:36])[CH2:33][CH:32]([CH3:37])[CH2:31]5)(=[O:29])=[O:28])=[CH:19][CH:20]=4)[C:15](=S)[C:14]=3[CH:13]=2)(=[O:11])=[O:10])[CH2:3]1.Cl.[NH2:40][OH:41]. The catalyst is N1C=CC=CC=1. The product is [CH3:37][CH:32]1[CH2:33][CH:34]([CH3:36])[CH2:35][N:30]([S:27]([C:18]2[CH:19]=[CH:20][C:21]3[N:22]([CH3:26])[C:23]4[C:14](=[CH:13][C:12]([S:9]([N:4]5[CH2:5][CH:6]([CH3:8])[CH2:7][CH:2]([CH3:1])[CH2:3]5)(=[O:11])=[O:10])=[CH:25][CH:24]=4)[C:15](=[N:40][OH:41])[C:16]=3[CH:17]=2)(=[O:28])=[O:29])[CH2:31]1. The yield is 0.850. (5) The yield is 0.280. The catalyst is CN1C(=O)CCC1.O. The reactants are [CH:1]([N:4]1[C:8]([C:9]2[N:18]=[C:17]3[N:11]([CH2:12][CH2:13][O:14][C:15]4[CH:22]=[C:21](OS(C(F)(F)F)(=O)=O)[N:20]=[CH:19][C:16]=43)[CH:10]=2)=[N:7][CH:6]=[N:5]1)([CH3:3])[CH3:2].[CH3:31][NH2:32].C1COCC1. The product is [CH:1]([N:4]1[C:8]([C:9]2[N:18]=[C:17]3[C:16]4[CH:19]=[N:20][C:21]([NH:32][CH3:31])=[CH:22][C:15]=4[O:14][CH2:13][CH2:12][N:11]3[CH:10]=2)=[N:7][CH:6]=[N:5]1)([CH3:3])[CH3:2]. (6) The reactants are N[CH:2]([CH2:6][C:7]([F:10])([F:9])[F:8])[C:3]([OH:5])=[O:4].[C:19](O[C:19]([O:21][C:22]([CH3:25])([CH3:24])[CH3:23])=[O:20])([O:21][C:22]([CH3:25])([CH3:24])[CH3:23])=[O:20]. The catalyst is C(Cl)Cl. The product is [C:22]([O:21][C:19]([CH:2]([CH2:6][C:7]([F:10])([F:9])[F:8])[C:3]([OH:5])=[O:4])=[O:20])([CH3:23])([CH3:24])[CH3:25]. The yield is 0.968. (7) The reactants are Cl[C:2]1[C:11]2[C:6](=[CH:7][C:8]([O:14][CH2:15][CH2:16][CH2:17][N:18]3[CH2:23][CH2:22][O:21][CH2:20][CH2:19]3)=[C:9]([O:12][CH3:13])[CH:10]=2)[N:5]=[CH:4][N:3]=1.C(=O)([O-])[O-].[K+].[K+].[OH:30][C:31]1[CH:40]=[CH:39][CH:38]=[C:37]2[C:32]=1[CH:33]=[CH:34][CH:35]=[N:36]2.[OH-].[Na+]. The catalyst is CN(C=O)C. The product is [CH3:13][O:12][C:9]1[CH:10]=[C:11]2[C:6](=[CH:7][C:8]=1[O:14][CH2:15][CH2:16][CH2:17][N:18]1[CH2:23][CH2:22][O:21][CH2:20][CH2:19]1)[N:5]=[CH:4][N:3]=[C:2]2[O:30][C:31]1[CH:40]=[CH:39][CH:38]=[C:37]2[C:32]=1[CH:33]=[CH:34][CH:35]=[N:36]2. The yield is 0.590.